From a dataset of Retrosynthesis with 50K atom-mapped reactions and 10 reaction types from USPTO. Predict the reactants needed to synthesize the given product. (1) Given the product CCCC1CC=C(c2ccc(Br)c(C=O)c2F)CC1, predict the reactants needed to synthesize it. The reactants are: CCCC1CC=C(c2ccc(Br)cc2F)CC1.CN(C)C=O. (2) Given the product Cc1cc(C)c(Br)c(CBr)n1, predict the reactants needed to synthesize it. The reactants are: Cc1cc(C)c(Br)c(C)n1.O=C1CCC(=O)N1Br. (3) Given the product Cc1c(OC2CCCCO2)cc2c(c1C)OC(C)(CCC=O)CC2, predict the reactants needed to synthesize it. The reactants are: Cc1c(OC2CCCCO2)cc2c(c1C)OC(C)(CCCO)CC2. (4) Given the product Cc1cccc(C(=O)Nc2ccc(NC(=O)Cc3ccccn3)cc2)c1-c1ccc(C(F)(F)F)cc1, predict the reactants needed to synthesize it. The reactants are: Cc1cccc(C(=O)O)c1-c1ccc(C(F)(F)F)cc1.Nc1ccc(NC(=O)Cc2ccccn2)cc1. (5) The reactants are: COc1ccc(C(=O)O)cc1C.O=C([O-])O. Given the product COC(=O)c1ccc(OC)c(C)c1, predict the reactants needed to synthesize it. (6) Given the product CCN(CC)CCCS(=O)(=O)c1ccc2nc(NC(=O)NC(=O)c3cc(-n4cccn4)ccc3Cl)sc2c1, predict the reactants needed to synthesize it. The reactants are: CCNCC.O=C(NC(=O)c1cc(-n2cccn2)ccc1Cl)Nc1nc2ccc(S(=O)(=O)CCCI)cc2s1. (7) Given the product Cc1ccc(S(=O)(=O)N[C@@H](CSCc2ccccc2)C(=O)NCCN(C)C)c2ccccc12, predict the reactants needed to synthesize it. The reactants are: CN(C)CCNC(=O)[C@@H](N)CSCc1ccccc1.Cc1ccc(S(=O)(=O)Cl)c2ccccc12. (8) Given the product O=C(Nc1ccc2[nH]cc(C3CCN(CCc4ccccc4)CC3)c2n1)c1ccc(F)cc1, predict the reactants needed to synthesize it. The reactants are: Nc1ccc2[nH]cc(C3CCN(CCc4ccccc4)CC3)c2n1.O=C(Cl)c1ccc(F)cc1. (9) Given the product CC(C)(C)OC(=O)c1cc(Br)sc1NC(=O)Nc1c(Cl)cc(OC(F)(F)F)cc1Cl, predict the reactants needed to synthesize it. The reactants are: CC(C)(C)OC(=O)c1cc(Br)sc1N.O=C=Nc1c(Cl)cc(OC(F)(F)F)cc1Cl.